From a dataset of Peptide-MHC class I binding affinity with 185,985 pairs from IEDB/IMGT. Regression. Given a peptide amino acid sequence and an MHC pseudo amino acid sequence, predict their binding affinity value. This is MHC class I binding data. The peptide sequence is LARNEEGRGI. The MHC is HLA-A02:01 with pseudo-sequence HLA-A02:01. The binding affinity (normalized) is 0.216.